Dataset: Forward reaction prediction with 1.9M reactions from USPTO patents (1976-2016). Task: Predict the product of the given reaction. (1) Given the reactants [OH-].[Li+].[OH:3][CH2:4][C:5]([N:7]1[CH2:12][CH2:11][CH:10]([C@H:13]([NH:15][C:16]2[N:21]=[C:20]([C:22]3[C:30]4[C:25](=[N:26][CH:27]=[C:28]([C:31]([F:34])([F:33])[F:32])[CH:29]=4)[N:24](S(C4C=CC(C)=CC=4)(=O)=O)[CH:23]=3)[C:19]([C:45]#[N:46])=[CH:18][N:17]=2)[CH3:14])[CH2:9][CH2:8]1)=[O:6], predict the reaction product. The product is: [OH:3][CH2:4][C:5]([N:7]1[CH2:12][CH2:11][CH:10]([C@H:13]([NH:15][C:16]2[N:21]=[C:20]([C:22]3[C:30]4[C:25](=[N:26][CH:27]=[C:28]([C:31]([F:33])([F:34])[F:32])[CH:29]=4)[NH:24][CH:23]=3)[C:19]([C:45]#[N:46])=[CH:18][N:17]=2)[CH3:14])[CH2:9][CH2:8]1)=[O:6]. (2) Given the reactants [CH2:1]1C(=O)N(Cl)C(=O)C1.[CH:9]1([CH3:19])[CH2:14][CH2:13][CH:12]([CH:15]([CH3:17])[CH3:16])[CH:11]([OH:18])[CH2:10]1.CP([C:22]1[CH:27]=[CH:26]C=[CH:24][CH:23]=1)[C:22]1[CH:27]=[CH:26]C=[CH:24][C:23]=1C, predict the reaction product. The product is: [C:17]1([C:15]([CH3:1])([CH3:16])[CH:12]2[CH2:13][CH2:14][CH:9]([CH3:19])[CH2:10][CH:11]2[OH:18])[CH:26]=[CH:27][CH:22]=[CH:23][CH:24]=1. (3) Given the reactants CS(O[CH2:6][C:7]1[CH:8]=[N:9][C:10]([O:13][CH3:14])=[CH:11][CH:12]=1)(=O)=O.[C-:15]#[N:16].[Na+], predict the reaction product. The product is: [CH3:14][O:13][CH:10]1[NH:9][CH:8]=[C:7]([CH2:6][C:15]#[N:16])[CH:12]=[CH:11]1. (4) The product is: [Br:5][C:6]1[CH:11]=[CH:10][C:9]([N:12]([C:17]2[C:36]([CH:37]3[CH2:39][CH2:38]3)=[CH:35][C:20]3[C:21]([C:31]([NH:33][CH3:34])=[O:32])=[C:22]([C:24]4[CH:25]=[CH:26][C:27]([F:30])=[CH:28][CH:29]=4)[O:23][C:19]=3[CH:18]=2)[S:13]([CH3:16])(=[O:15])=[O:14])=[CH:8][C:7]=1[CH2:40][O:41][CH2:2][O:3][CH3:4]. Given the reactants Cl[CH2:2][O:3][CH3:4].[Br:5][C:6]1[CH:11]=[CH:10][C:9]([N:12]([C:17]2[C:36]([CH:37]3[CH2:39][CH2:38]3)=[CH:35][C:20]3[C:21]([C:31]([NH:33][CH3:34])=[O:32])=[C:22]([C:24]4[CH:29]=[CH:28][C:27]([F:30])=[CH:26][CH:25]=4)[O:23][C:19]=3[CH:18]=2)[S:13]([CH3:16])(=[O:15])=[O:14])=[CH:8][C:7]=1[CH2:40][OH:41].CCN(C(C)C)C(C)C.C([O-])(O)=O.[Na+], predict the reaction product. (5) Given the reactants [Cl:1][C:2]1[CH:3]=[C:4]2[C:8](=[C:9]([Cl:11])[CH:10]=1)[N:7]([C:12]1[CH:17]=[C:16]([NH:18][CH:19]([CH2:22][CH3:23])[CH2:20][CH3:21])[N:15]=[C:14]([CH3:24])[N:13]=1)[CH2:6][CH2:5]2.[Br-:25].[Br-].[Br-].[NH+]1C=CC=CC=1.[NH+]1C=CC=CC=1.[NH+]1C=CC=CC=1, predict the reaction product. The product is: [Br:25][C:17]1[C:12]([N:7]2[C:8]3[C:4](=[CH:3][C:2]([Cl:1])=[CH:10][C:9]=3[Cl:11])[CH2:5][CH2:6]2)=[N:13][C:14]([CH3:24])=[N:15][C:16]=1[NH:18][CH:19]([CH2:22][CH3:23])[CH2:20][CH3:21].